From a dataset of Full USPTO retrosynthesis dataset with 1.9M reactions from patents (1976-2016). Predict the reactants needed to synthesize the given product. (1) Given the product [CH2:18]([C:13]1[C:12]([CH2:11][O:10][C:7]2[CH:8]=[CH:9][C:4]([C:3]([NH:26][CH2:25][CH2:23][OH:24])=[O:22])=[CH:5][N:6]=2)=[C:16]([CH3:17])[O:15][N:14]=1)[CH2:19][CH2:20][CH3:21], predict the reactants needed to synthesize it. The reactants are: CO[C:3](=[O:22])[C:4]1[CH:9]=[CH:8][C:7]([O:10][CH2:11][C:12]2[C:13]([CH2:18][CH2:19][CH2:20][CH3:21])=[N:14][O:15][C:16]=2[CH3:17])=[N:6][CH:5]=1.[CH2:23]([CH2:25][NH2:26])[OH:24]. (2) The reactants are: [Cl:1]C1C=C(C=C(Cl)C=1)CC1CCN(C(OC(C)(C)C)=O)CC1.[Cl:23][C:24]1[CH:25]=[C:26]([CH:52]=[C:53]([O:55][C:56]([F:59])([F:58])[F:57])[CH:54]=1)[O:27][CH:28]1[CH2:33][CH2:32][N:31]([CH2:34][C:35]2[C:47]([CH:48]3[CH2:50][CH2:49]3)=[CH:46][C:38]([C:39]([O:41]C(C)(C)C)=[O:40])=[C:37]([F:51])[CH:36]=2)[CH2:30][CH2:29]1. Given the product [ClH:1].[Cl:23][C:24]1[CH:25]=[C:26]([CH:52]=[C:53]([O:55][C:56]([F:57])([F:58])[F:59])[CH:54]=1)[O:27][CH:28]1[CH2:33][CH2:32][N:31]([CH2:34][C:35]2[C:47]([CH:48]3[CH2:49][CH2:50]3)=[CH:46][C:38]([C:39]([OH:41])=[O:40])=[C:37]([F:51])[CH:36]=2)[CH2:30][CH2:29]1, predict the reactants needed to synthesize it. (3) Given the product [CH:5]1([N:4]([CH3:8])[C:17]([C:16]2[CH:15]=[CH:14][C:13]([B:10]([OH:11])[OH:12])=[CH:21][CH:20]=2)=[O:19])[CH2:6][CH2:7]1, predict the reactants needed to synthesize it. The reactants are: C([N:4]([CH2:8]C)[CH:5]([CH3:7])[CH3:6])(C)C.[B:10]([C:13]1[CH:21]=[CH:20][C:16]([C:17]([OH:19])=O)=[CH:15][CH:14]=1)([OH:12])[OH:11].F[P-](F)(F)(F)(F)F.N1(OC(N(C)C)=[N+](C)C)C2N=CC=CC=2N=N1.C(O)(=O)C(O)=O.CNC1CC1.